Dataset: Reaction yield outcomes from USPTO patents with 853,638 reactions. Task: Predict the reaction yield, written as a fraction of the theoretical maximum amount of product (1.0 means a 100% yield; for example, 0.34 means a 34% yield). The reactants are [CH:1]1([N:5]2[C:9]3[N:10]=[C:11]([OH:14])[N:12]=[CH:13][C:8]=3[CH:7]=[CH:6]2)[CH2:4][CH2:3][CH2:2]1.N1C=CC=CC=1.[S:21](O[S:21]([C:24]([F:27])([F:26])[F:25])(=[O:23])=[O:22])([C:24]([F:27])([F:26])[F:25])(=[O:23])=[O:22]. The catalyst is C(Cl)Cl. The product is [F:25][C:24]([F:27])([F:26])[S:21]([O:14][C:11]1[N:12]=[CH:13][C:8]2[CH:7]=[CH:6][N:5]([CH:1]3[CH2:2][CH2:3][CH2:4]3)[C:9]=2[N:10]=1)(=[O:23])=[O:22]. The yield is 0.910.